Dataset: Experimentally validated miRNA-target interactions with 360,000+ pairs, plus equal number of negative samples. Task: Binary Classification. Given a miRNA mature sequence and a target amino acid sequence, predict their likelihood of interaction. (1) Result: 1 (interaction). The miRNA is hsa-miR-92b-3p with sequence UAUUGCACUCGUCCCGGCCUCC. The protein sequence of the target gene is MSVSGLKAELKFLASIFDKNHERFRIVSWKLDELHCQFLVPQQGSPHSLPPPLTLHCNITESYPSSSPIWFVDSEDPNLTSVLERLEDTKNNNLLRQQLKWLICELCSLYNLPKHLDVEMLDQPLPTGQNGTTEEVTSEEEEEEEEMAEDIEDLDHYEMKEEEPISGKKSEDEGIEKENLAILEKIRKTQRQDHLNGAVSGSVQASDRLMKELRDIYRSQSYKTGIYSVELINDSLYDWHVKLQKVDPDSPLHSDLQILKEKEGIEYILLNFSFKDNFPFDPPFVRVVLPVLSGGYVLGG.... (2) The miRNA is hsa-miR-526b-3p with sequence GAAAGUGCUUCCUUUUAGAGGC. The protein sequence of the target gene is MALPQGQLTFKDVAIEFSQEEWTCLDPAQKTLYRDVMLENYRNLVSLDISCKCVNTDLPPKGKNNMGEAFYTVKLERLESCDTVGLSFQEVQKNTYDFECQWKDDEGNYKTVLMLQKENLPGRRAQRDRRAAGNRHIENQLGVSFQSHLPELQQFQHEGKIYEYNQVEKSPNNRGKHYKCDECGKVFSQNSRLTSHKRIHTGEKPYQCNKCGKAFTVRSNLTIHQVIHTGEKPYKCNECGKVFSQPSNLAGHQRIHTGEKPYKCNECGKAFRAHSKLTTHQVIHTGEKPYKCKECGKCFT.... Result: 1 (interaction). (3) The miRNA is hsa-miR-181a-5p with sequence AACAUUCAACGCUGUCGGUGAGU. The protein sequence of the target gene is MNGHISNHPSSFGMYPSQMNGYGSSPTFSQTDREHGSKTSAKALYEQRKNYARDSVSSVSDISQYRVEHLTTFVLDRKDAMITVDDGIRKLKLLDAKGKVWTQDMILQVDDRAVSLIDLESKNELENFPLNTIQHCQAVMHSCSYDSVLALVCKEPTQNKPDLHLFQCDEVKANLISEDIESAISDSKGGKQKRRPDALRMISNADPSIPPPPRAPAPAPPGTVTQVDVRSRVAAWSAWAADQGDFEKPRQYHEQEETPEMMAARIDRDVQILNHILDDIEFFITKLQKAAEAFSELSKR.... Result: 1 (interaction).